Dataset: NCI-60 drug combinations with 297,098 pairs across 59 cell lines. Task: Regression. Given two drug SMILES strings and cell line genomic features, predict the synergy score measuring deviation from expected non-interaction effect. (1) Drug 1: CC1=C2C(C(=O)C3(C(CC4C(C3C(C(C2(C)C)(CC1OC(=O)C(C(C5=CC=CC=C5)NC(=O)OC(C)(C)C)O)O)OC(=O)C6=CC=CC=C6)(CO4)OC(=O)C)O)C)O. Drug 2: C1=CC=C(C=C1)NC(=O)CCCCCCC(=O)NO. Cell line: OVCAR3. Synergy scores: CSS=1.90, Synergy_ZIP=2.58, Synergy_Bliss=5.28, Synergy_Loewe=-2.20, Synergy_HSA=-3.20. (2) Drug 1: CC1=C2C(C(=O)C3(C(CC4C(C3C(C(C2(C)C)(CC1OC(=O)C(C(C5=CC=CC=C5)NC(=O)OC(C)(C)C)O)O)OC(=O)C6=CC=CC=C6)(CO4)OC(=O)C)OC)C)OC. Drug 2: CCC1(CC2CC(C3=C(CCN(C2)C1)C4=CC=CC=C4N3)(C5=C(C=C6C(=C5)C78CCN9C7C(C=CC9)(C(C(C8N6C)(C(=O)OC)O)OC(=O)C)CC)OC)C(=O)OC)O.OS(=O)(=O)O. Cell line: A498. Synergy scores: CSS=49.7, Synergy_ZIP=1.15, Synergy_Bliss=1.21, Synergy_Loewe=4.51, Synergy_HSA=6.41. (3) Drug 1: C1=C(C(=O)NC(=O)N1)N(CCCl)CCCl. Drug 2: C1=C(C(=O)NC(=O)N1)F. Cell line: NCI-H522. Synergy scores: CSS=27.6, Synergy_ZIP=-10.8, Synergy_Bliss=-10.4, Synergy_Loewe=-8.68, Synergy_HSA=-6.13. (4) Drug 1: C1=C(C(=O)NC(=O)N1)N(CCCl)CCCl. Drug 2: COCCOC1=C(C=C2C(=C1)C(=NC=N2)NC3=CC=CC(=C3)C#C)OCCOC.Cl. Cell line: A498. Synergy scores: CSS=24.9, Synergy_ZIP=-6.19, Synergy_Bliss=2.07, Synergy_Loewe=3.60, Synergy_HSA=4.99. (5) Drug 1: CC=C1C(=O)NC(C(=O)OC2CC(=O)NC(C(=O)NC(CSSCCC=C2)C(=O)N1)C(C)C)C(C)C. Drug 2: CN(CCCl)CCCl.Cl. Cell line: HCT-15. Synergy scores: CSS=25.2, Synergy_ZIP=-6.66, Synergy_Bliss=-4.54, Synergy_Loewe=-1.14, Synergy_HSA=-0.461. (6) Drug 1: CC12CCC(CC1=CCC3C2CCC4(C3CC=C4C5=CN=CC=C5)C)O. Drug 2: CC(C)NC(=O)C1=CC=C(C=C1)CNNC.Cl. Cell line: CAKI-1. Synergy scores: CSS=-4.55, Synergy_ZIP=-2.30, Synergy_Bliss=-10.3, Synergy_Loewe=-40.8, Synergy_HSA=-8.55. (7) Drug 1: C1CC(=O)NC(=O)C1N2CC3=C(C2=O)C=CC=C3N. Drug 2: CC1CCC2CC(C(=CC=CC=CC(CC(C(=O)C(C(C(=CC(C(=O)CC(OC(=O)C3CCCCN3C(=O)C(=O)C1(O2)O)C(C)CC4CCC(C(C4)OC)OCCO)C)C)O)OC)C)C)C)OC. Cell line: NCI/ADR-RES. Synergy scores: CSS=15.4, Synergy_ZIP=-3.32, Synergy_Bliss=0.157, Synergy_Loewe=-3.19, Synergy_HSA=2.71. (8) Drug 1: CC1=C(C(=CC=C1)Cl)NC(=O)C2=CN=C(S2)NC3=CC(=NC(=N3)C)N4CCN(CC4)CCO. Drug 2: C1=CC=C(C(=C1)C(C2=CC=C(C=C2)Cl)C(Cl)Cl)Cl. Cell line: SK-MEL-5. Synergy scores: CSS=5.14, Synergy_ZIP=0.534, Synergy_Bliss=-7.25, Synergy_Loewe=-0.355, Synergy_HSA=-2.98. (9) Drug 1: CC1CCC2CC(C(=CC=CC=CC(CC(C(=O)C(C(C(=CC(C(=O)CC(OC(=O)C3CCCCN3C(=O)C(=O)C1(O2)O)C(C)CC4CCC(C(C4)OC)OCCO)C)C)O)OC)C)C)C)OC. Drug 2: CC1CCCC2(C(O2)CC(NC(=O)CC(C(C(=O)C(C1O)C)(C)C)O)C(=CC3=CSC(=N3)C)C)C. Cell line: T-47D. Synergy scores: CSS=43.8, Synergy_ZIP=3.36, Synergy_Bliss=5.18, Synergy_Loewe=-2.33, Synergy_HSA=6.42.